Dataset: Forward reaction prediction with 1.9M reactions from USPTO patents (1976-2016). Task: Predict the product of the given reaction. (1) Given the reactants [F:1][C:2]1[C:10]([F:11])=[CH:9][CH:8]=[CH:7][C:3]=1[C:4](O)=O.CN(C(O[N:20]1[N:28]=[N:27][C:22]2[CH:23]=[CH:24]C=[N:26][C:21]1=2)=[N+](C)C)C.F[P-](F)(F)(F)(F)F.C(N(C(C)C)CC)(C)C.N1C=CC(N)=C(N)N=1, predict the reaction product. The product is: [F:1][C:2]1[C:10]([F:11])=[CH:9][CH:8]=[CH:7][C:3]=1[C:4]1[N:27]=[C:22]2[CH:23]=[CH:24][NH:28][N:20]=[C:21]2[N:26]=1. (2) The product is: [CH:30]1([C:33]([N:1]2[CH2:2][CH2:3][CH:4]([NH:7][C:8]([C:10]3[C:14]4[N:15]=[CH:16][N:17]=[C:18]([C:19]5[CH:24]=[CH:23][CH:22]=[CH:21][C:20]=5[O:25][CH2:26][CH:27]5[CH2:28][CH2:29]5)[C:13]=4[NH:12][CH:11]=3)=[O:9])[CH2:5][CH2:6]2)=[O:34])[CH2:32][CH2:31]1. Given the reactants [NH:1]1[CH2:6][CH2:5][CH:4]([NH:7][C:8]([C:10]2[C:14]3[N:15]=[CH:16][N:17]=[C:18]([C:19]4[CH:24]=[CH:23][CH:22]=[CH:21][C:20]=4[O:25][CH2:26][CH:27]4[CH2:29][CH2:28]4)[C:13]=3[NH:12][CH:11]=2)=[O:9])[CH2:3][CH2:2]1.[CH:30]1([C:33](Cl)=[O:34])[CH2:32][CH2:31]1, predict the reaction product. (3) Given the reactants Cl[C:2]1[CH:7]=[CH:6][C:5]([C@@H:8]2[CH2:13][CH2:12][N:11]([C:14]([O:16][C:17]([CH3:20])([CH3:19])[CH3:18])=[O:15])[CH2:10][C@H:9]2[CH2:21][OH:22])=[CH:4][CH:3]=1.C(N(CC)CC)C.C(OC(OC(C)(C)C)=O)(OC(C)(C)C)=O.C(=O)(O)[O-].[Na+], predict the reaction product. The product is: [OH:22][CH2:21][C@H:9]1[C@H:8]([C:5]2[CH:6]=[CH:7][CH:2]=[CH:3][CH:4]=2)[CH2:13][CH2:12][N:11]([C:14]([O:16][C:17]([CH3:20])([CH3:19])[CH3:18])=[O:15])[CH2:10]1.